This data is from Forward reaction prediction with 1.9M reactions from USPTO patents (1976-2016). The task is: Predict the product of the given reaction. Given the reactants [CH3:1][C:2]([CH2:9][C:10]1[CH:15]=[CH:14][C:13]([N+:16]([O-])=O)=[CH:12][CH:11]=1)([C:6]([NH2:8])=[O:7])[C:3]([NH2:5])=[O:4], predict the reaction product. The product is: [NH2:16][C:13]1[CH:12]=[CH:11][C:10]([CH2:9][C:2]([CH3:1])([C:3]([NH2:5])=[O:4])[C:6]([NH2:8])=[O:7])=[CH:15][CH:14]=1.